The task is: Predict the reaction yield, written as a fraction of the theoretical maximum amount of product (1.0 means a 100% yield; for example, 0.34 means a 34% yield).. This data is from Reaction yield outcomes from USPTO patents with 853,638 reactions. (1) The yield is 0.130. The reactants are [C:1]([C:3]1[C:4]([C:9]2[CH:14]=[CH:13][CH:12]=[CH:11][CH:10]=2)=[N:5][O:6][C:7]=1[CH3:8])#[CH:2].I[C:16]1[N:17]=[C:18]([CH3:21])[NH:19][CH:20]=1. The product is [CH3:8][C:7]1[O:6][N:5]=[C:4]([C:9]2[CH:14]=[CH:13][CH:12]=[CH:11][CH:10]=2)[C:3]=1[C:1]#[C:2][C:16]1[NH:17][C:18]([CH3:21])=[N:19][CH:20]=1. No catalyst specified. (2) The reactants are C(OO)(=[O:3])C.[CH:6]1([C:9]2[N:14]=[C:13]([S:15][CH3:16])[C:12]([CH:17]=[CH2:18])=[C:11]([C:19]([O:21][CH3:22])=[O:20])[N:10]=2)[CH2:8][CH2:7]1. The catalyst is ClCCl. The product is [CH:6]1([C:9]2[N:14]=[C:13]([S:15]([CH3:16])=[O:3])[C:12]([CH:17]=[CH2:18])=[C:11]([C:19]([O:21][CH3:22])=[O:20])[N:10]=2)[CH2:7][CH2:8]1. The yield is 0.300. (3) The reactants are CCN(C(C)C)C(C)C.[NH2:10][C:11]1[C:12]([F:23])=[C:13]([CH2:20][CH2:21][OH:22])[C:14]([N+:17]([O-:19])=[O:18])=[CH:15][CH:16]=1.[C:24](Cl)(=[O:26])[CH3:25]. The catalyst is C1COCC1. The product is [C:24]([O:22][CH2:21][CH2:20][C:13]1[C:14]([N+:17]([O-:19])=[O:18])=[CH:15][CH:16]=[C:11]([NH2:10])[C:12]=1[F:23])(=[O:26])[CH3:25]. The yield is 0.690. (4) The product is [CH3:1][O:2][C:3](=[O:13])[CH2:4][C:5]1[CH:9]=[C:8]([CH2:10][C:14]#[N:15])[S:7][C:6]=1[CH3:12]. The yield is 0.434. The catalyst is CN(C=O)C. The reactants are [CH3:1][O:2][C:3](=[O:13])[CH2:4][C:5]1[CH:9]=[C:8]([CH2:10]Cl)[S:7][C:6]=1[CH3:12].[C-:14]#[N:15].[K+].C(Cl)(Cl)Cl.[Na+].[Cl-]. (5) The reactants are [CH:1]1[CH:6]=[CH:5][C:4]([NH:7][C:8]2[CH:13]=[CH:12][C:11](Br)=[CH:10][CH:9]=2)=[CH:3][CH:2]=1.[C:15]1([N:21]2[C:33]3[CH:32]=[CH:31][C:30](B(O)O)=[CH:29][C:28]=3[C:27]3[C:22]2=[CH:23][CH:24]=[CH:25][CH:26]=3)[CH:20]=[CH:19][CH:18]=[CH:17][CH:16]=1.C1(C)C=CC=CC=1P(C1C=CC=CC=1C)C1C=CC=CC=1C.C(=O)([O-])[O-].[K+].[K+]. The catalyst is C([O-])(=O)C.[Pd+2].C([O-])(=O)C.C(O)C.C1(C)C=CC=CC=1. The product is [CH:1]1[CH:6]=[CH:5][C:4]([NH:7][C:8]2[CH:13]=[CH:12][C:11]([C:30]3[CH:31]=[CH:32][C:33]4[N:21]([C:15]5[CH:20]=[CH:19][CH:18]=[CH:17][CH:16]=5)[C:22]5[C:27]([C:28]=4[CH:29]=3)=[CH:26][CH:25]=[CH:24][CH:23]=5)=[CH:10][CH:9]=2)=[CH:3][CH:2]=1. The yield is 0.450. (6) The reactants are Br[C:2]1C=CC(C=C)=C(C)[CH:3]=1.[Br:11][C:12]1[CH:13]=[C:14]([CH2:21][CH3:22])[C:15](I)=[C:16]([CH2:18][CH3:19])[CH:17]=1.C[Si](C)(C)C=C. No catalyst specified. The product is [Br:11][C:12]1[CH:13]=[C:14]([CH2:21][CH3:22])[C:15]([CH:2]=[CH2:3])=[C:16]([CH2:18][CH3:19])[CH:17]=1. The yield is 0.900. (7) The reactants are C(O[C:4](=[O:23])[C:5]([N:7]([C:14]1[C:19]([CH3:20])=[CH:18][C:17]([CH3:21])=[CH:16][C:15]=1[CH3:22])C1C=CC=CC=1)=[O:6])C.[NH2:24][C:25]1[CH:30]=[CH:29][CH:28]=[CH:27][C:26]=1[OH:31].C(N(CC)CC)C. The catalyst is C1(C)C=CC=CC=1. The product is [C:19]1([CH3:20])[CH:18]=[C:17]([CH3:21])[CH:16]=[C:15]([CH3:22])[C:14]=1[NH:7][C:5](=[O:6])[C:4]([NH:24][C:25]1[CH:30]=[CH:29][CH:28]=[CH:27][C:26]=1[OH:31])=[O:23]. The yield is 0.724. (8) The reactants are [CH3:1][N:2]1[CH2:7][CH2:6][CH:5]([CH2:8][C:9]2[CH:10]=[C:11]([C:15]3[CH:20]=[CH:19][CH:18]=[C:17]([CH2:21][NH2:22])[CH:16]=3)[CH:12]=[CH:13][CH:14]=2)[CH2:4][CH2:3]1.Cl[S:24]([C:27]1[CH:28]=[C:29]([CH:33]=[CH:34][CH:35]=1)[C:30]([OH:32])=[O:31])(=[O:26])=[O:25]. The catalyst is C(Cl)Cl. The product is [CH3:1][N:2]1[CH2:7][CH2:6][CH:5]([CH2:8][C:9]2[CH:10]=[C:11]([C:15]3[CH:20]=[CH:19][CH:18]=[C:17]([CH2:21][NH:22][S:24]([C:27]4[CH:28]=[C:29]([CH:33]=[CH:34][CH:35]=4)[C:30]([OH:32])=[O:31])(=[O:26])=[O:25])[CH:16]=3)[CH:12]=[CH:13][CH:14]=2)[CH2:4][CH2:3]1. The yield is 0.570. (9) The reactants are Cl.[Cl:2][C:3]1[CH:8]=[CH:7][C:6]([OH:9])=[CH:5][C:4]=1[C:10]1[CH:34]=[C:33]([CH3:35])[C:13]2[N:14]=[C:15]([NH:18][C:19]3[CH:24]=[CH:23][C:22]([O:25][CH2:26][CH2:27][N:28]4[CH2:32][CH2:31][CH2:30][CH2:29]4)=[CH:21][CH:20]=3)[N:16]=[N:17][C:12]=2[CH:11]=1.CCN(CC)CC.[C:43](Cl)(=[O:45])[CH3:44]. The catalyst is C(Cl)Cl. The product is [Cl:2][C:3]1[CH:8]=[CH:7][C:6]([O:9][C:43](=[O:45])[CH3:44])=[CH:5][C:4]=1[C:10]1[CH:34]=[C:33]([CH3:35])[C:13]2[N:14]=[C:15]([NH:18][C:19]3[CH:24]=[CH:23][C:22]([O:25][CH2:26][CH2:27][N:28]4[CH2:32][CH2:31][CH2:30][CH2:29]4)=[CH:21][CH:20]=3)[N:16]=[N:17][C:12]=2[CH:11]=1. The yield is 0.750. (10) The yield is 0.500. The product is [C:1]1([C:7]2[CH2:8][CH:9]([C:1]3[CH:6]=[CH:5][N:15]=[CH:3][CH:2]=3)[C:10](=[O:13])[NH:11][N:12]=2)[CH:2]=[CH:3][CH:4]=[CH:5][CH:6]=1. The catalyst is C1(C)C=CC=CC=1. The reactants are [C:1]1([C:7]2[CH:8]=[CH:9][C:10](=[O:13])[NH:11][N:12]=2)[CH:6]=[CH:5][CH:4]=[CH:3][CH:2]=1.[Cl-].[NH4+:15].